Predict the reaction yield, written as a fraction of the theoretical maximum amount of product (1.0 means a 100% yield; for example, 0.34 means a 34% yield). From a dataset of Reaction yield outcomes from USPTO patents with 853,638 reactions. The reactants are [F:1][C:2]1[N:7]=[CH:6][C:5]([OH:8])=[CH:4][CH:3]=1.[I:9]I.CO.S([O-])([O-])=O.[Na+].[Na+]. The catalyst is O. The product is [F:1][C:2]1[N:7]=[C:6]([I:9])[C:5]([OH:8])=[CH:4][CH:3]=1. The yield is 0.190.